Predict the reactants needed to synthesize the given product. From a dataset of Full USPTO retrosynthesis dataset with 1.9M reactions from patents (1976-2016). (1) Given the product [Cl:1][C:2]1[CH:3]=[C:4]([CH:17]=[CH:18][C:19]=1[Cl:20])[O:5][C:6]1[CH:15]=[CH:14][C:13]([F:16])=[CH:12][C:7]=1[CH2:8][NH:10][CH3:11], predict the reactants needed to synthesize it. The reactants are: [Cl:1][C:2]1[CH:3]=[C:4]([CH:17]=[CH:18][C:19]=1[Cl:20])[O:5][C:6]1[CH:15]=[CH:14][C:13]([F:16])=[CH:12][C:7]=1[C:8]([NH:10][CH3:11])=O. (2) The reactants are: Cl[C:2](Cl)(Cl)[C:3](Cl)=[O:4].O1CCCC1.[CH2:13]([CH:15]([C:18]1[CH:19]=[C:20]([CH3:23])[NH:21]C=1)[CH2:16][CH3:17])[CH3:14].[CH3:24][NH2:25]. Given the product [CH2:13]([CH:15]([C:18]1[CH:19]=[C:20]([CH3:23])[NH:21][C:2]=1[C:3]([NH:25][CH3:24])=[O:4])[CH2:16][CH3:17])[CH3:14], predict the reactants needed to synthesize it. (3) Given the product [CH3:1][O:2][C:3]1[CH:4]=[C:5]([CH2:11][C:12]([Cl:17])=[O:14])[CH:6]=[CH:7][C:8]=1[O:9][CH3:10], predict the reactants needed to synthesize it. The reactants are: [CH3:1][O:2][C:3]1[CH:4]=[C:5]([CH2:11][C:12]([OH:14])=O)[CH:6]=[CH:7][C:8]=1[O:9][CH3:10].S(Cl)([Cl:17])=O. (4) Given the product [N:3]1([CH2:9][CH2:10][CH2:11][O:12][C:13]2[CH:22]=[C:21]3[C:16]([CH2:17][CH2:18][N:19]([S:35]([C:31]4[S:30][CH:34]=[CH:33][CH:32]=4)(=[O:37])=[O:36])[CH2:20]3)=[CH:15][CH:14]=2)[CH2:8][CH2:7][CH2:6][CH2:5][CH2:4]1, predict the reactants needed to synthesize it. The reactants are: Cl.Cl.[N:3]1([CH2:9][CH2:10][CH2:11][O:12][C:13]2[CH:22]=[C:21]3[C:16]([CH2:17][CH2:18][NH:19][CH2:20]3)=[CH:15][CH:14]=2)[CH2:8][CH2:7][CH2:6][CH2:5][CH2:4]1.CCN(CC)CC.[S:30]1[CH:34]=[CH:33][CH:32]=[C:31]1[S:35](Cl)(=[O:37])=[O:36]. (5) Given the product [C:20]([C:19]1[CH:22]=[CH:23][C:16]([N:10]2[C:11](=[O:15])[C:12]([CH3:14])([CH3:13])[N:8]([C:5]3[CH:4]=[CH:3][C:2]([O:1][CH2:30][C:31]4([NH:34][C:35](=[O:41])[O:36][C:37]([CH3:40])([CH3:39])[CH3:38])[CH2:32][CH2:33]4)=[CH:7][CH:6]=3)[C:9]2=[S:28])=[CH:17][C:18]=1[C:24]([F:26])([F:27])[F:25])#[N:21], predict the reactants needed to synthesize it. The reactants are: [OH:1][C:2]1[CH:7]=[CH:6][C:5]([N:8]2[C:12]([CH3:14])([CH3:13])[C:11](=[O:15])[N:10]([C:16]3[CH:23]=[CH:22][C:19]([C:20]#[N:21])=[C:18]([C:24]([F:27])([F:26])[F:25])[CH:17]=3)[C:9]2=[S:28])=[CH:4][CH:3]=1.O[CH2:30][C:31]1([NH:34][C:35](=[O:41])[O:36][C:37]([CH3:40])([CH3:39])[CH3:38])[CH2:33][CH2:32]1.C1(P(C2C=CC=CC=2)C2C=CC=CC=2)C=CC=CC=1.N(C(OC(C)C)=O)=NC(OC(C)C)=O. (6) Given the product [O:12]([C:13]1[CH:20]=[CH:19][C:16]([CH:17]=[O:18])=[CH:15][CH:14]=1)[CH2:2][CH2:3][O:4][CH2:5][CH2:6][O:7][CH2:8][CH2:9][O:10][CH3:11], predict the reactants needed to synthesize it. The reactants are: Cl[CH2:2][CH2:3][O:4][CH2:5][CH2:6][O:7][CH2:8][CH2:9][O:10][CH3:11].[OH:12][C:13]1[CH:20]=[CH:19][C:16]([CH:17]=[O:18])=[CH:15][CH:14]=1.C([O-])([O-])=O.[K+].[K+].C1OCCOCCOCCOCCOCCOC1. (7) Given the product [CH3:13][N:14]([C@@H:11]([C:1]1[C:10]2[C:5](=[CH:6][CH:7]=[CH:8][CH:9]=2)[CH:4]=[CH:3][CH:2]=1)[C:23]1[C:32]2[C:27](=[CH:28][CH:29]=[CH:30][CH:31]=2)[CH:26]=[CH:25][C:24]=1[OH:33])[C@H:15]([C:16]1[CH:21]=[CH:20][CH:19]=[CH:18][CH:17]=1)[CH3:22], predict the reactants needed to synthesize it. The reactants are: [C:1]1([CH:11]=O)[C:10]2[C:5](=[CH:6][CH:7]=[CH:8][CH:9]=2)[CH:4]=[CH:3][CH:2]=1.[CH3:13][NH:14][C@@H:15]([CH3:22])[C:16]1[CH:21]=[CH:20][CH:19]=[CH:18][CH:17]=1.[CH:23]1[C:32]2[C:27](=[CH:28][CH:29]=[CH:30][CH:31]=2)[CH:26]=[CH:25][C:24]=1[OH:33]. (8) Given the product [CH2:1]([CH:3]([C:6]1[C:10](/[CH:11]=[CH:31]/[C:32]([O:34][CH2:35][CH3:36])=[O:33])=[CH:9][N:8]([C:13]2[CH:18]=[CH:17][C:16]([C:19]([F:22])([F:21])[F:20])=[CH:15][N:14]=2)[N:7]=1)[CH2:4][CH3:5])[CH3:2], predict the reactants needed to synthesize it. The reactants are: [CH2:1]([CH:3]([C:6]1[C:10]([CH:11]=O)=[CH:9][N:8]([C:13]2[CH:18]=[CH:17][C:16]([C:19]([F:22])([F:21])[F:20])=[CH:15][N:14]=2)[N:7]=1)[CH2:4][CH3:5])[CH3:2].C(OP([CH2:31][C:32]([O:34][CH2:35][CH3:36])=[O:33])(OCC)=O)C.CN(C)C=O.[H-].[Na+]. (9) Given the product [C:1]([NH:5][S:6]([C:9]1[CH:10]=[C:11]([C:15]2[N:23]3[C:18]([CH:19]=[N:20][C:21]([NH:25][C:26]4[CH:31]=[CH:30][C:29]([CH:32]5[CH2:33][CH2:34][N:35]([CH2:38][C:39]([NH2:41])=[O:40])[CH2:36][CH2:37]5)=[CH:28][CH:27]=4)=[N:22]3)=[CH:17][CH:16]=2)[CH:12]=[CH:13][CH:14]=1)(=[O:7])=[O:8])([CH3:4])([CH3:3])[CH3:2], predict the reactants needed to synthesize it. The reactants are: [C:1]([NH:5][S:6]([C:9]1[CH:14]=[CH:13][CH:12]=[C:11]([C:15]2[N:23]3[C:18]([CH:19]=[N:20][C:21](O)=[N:22]3)=[CH:17][CH:16]=2)[CH:10]=1)(=[O:8])=[O:7])([CH3:4])([CH3:3])[CH3:2].[NH2:25][C:26]1[CH:31]=[CH:30][C:29]([CH:32]2[CH2:37][CH2:36][N:35]([CH2:38][C:39]([NH2:41])=[O:40])[CH2:34][CH2:33]2)=[CH:28][CH:27]=1.